This data is from Forward reaction prediction with 1.9M reactions from USPTO patents (1976-2016). The task is: Predict the product of the given reaction. (1) Given the reactants [NH:1]1[C:9]2[C:4](=[CH:5][CH:6]=[CH:7][CH:8]=2)[CH2:3][C:2]1=[O:10].[C:11](O[C:11](=[O:15])[CH2:12][CH2:13][CH3:14])(=[O:15])[CH2:12][CH2:13][CH3:14], predict the reaction product. The product is: [C:11]([N:1]1[C:9]2[C:4](=[CH:5][CH:6]=[CH:7][CH:8]=2)[CH2:3][C:2]1=[O:10])(=[O:15])[CH2:12][CH2:13][CH3:14]. (2) The product is: [C:1]([O:5][C:6]([N:8]1[CH2:17][CH2:16][C:15]2[C:10](=[CH:11][CH:12]=[C:13]([O:18][CH2:22][CH2:23][CH2:24][N:25]3[CH2:30][CH2:29][CH2:28][CH2:27][CH2:26]3)[CH:14]=2)[CH2:9]1)=[O:7])([CH3:4])([CH3:2])[CH3:3]. Given the reactants [C:1]([O:5][C:6]([N:8]1[CH2:17][CH2:16][C:15]2[C:10](=[CH:11][CH:12]=[C:13]([OH:18])[CH:14]=2)[CH2:9]1)=[O:7])([CH3:4])([CH3:3])[CH3:2].[H-].[Na+].Cl[CH2:22][CH2:23][CH2:24][N:25]1[CH2:30][CH2:29][CH2:28][CH2:27][CH2:26]1, predict the reaction product. (3) Given the reactants [Br:1][C:2]1[CH:3]=[CH:4][C:5]([F:28])=[C:6]([C@:8]2([CH3:27])[CH2:13][C@@H:12]([C:14]([F:17])([F:16])[F:15])[O:11][C:10]([NH:18]C(=O)C3C=CC=CC=3)=[N:9]2)[CH:7]=1.N12CCCN=C1CCCCC2, predict the reaction product. The product is: [Br:1][C:2]1[CH:3]=[CH:4][C:5]([F:28])=[C:6]([C@:8]2([CH3:27])[CH2:13][C@@H:12]([C:14]([F:16])([F:15])[F:17])[O:11][C:10]([NH2:18])=[N:9]2)[CH:7]=1.